This data is from Experimentally validated miRNA-target interactions with 360,000+ pairs, plus equal number of negative samples. The task is: Binary Classification. Given a miRNA mature sequence and a target amino acid sequence, predict their likelihood of interaction. The miRNA is mmu-miR-297b-5p with sequence AUGUAUGUGUGCAUGAACAUGU. Result: 1 (interaction). The protein sequence of the target gene is MEGLVLLKALVTRLLFLLHSLVAVWRVTWVKEEHRYWLLALLNLLLVLETVLTLKFKRGRGYKWLSPAIFVYLVNIMPSLWLLEMHHGNQYCSTQSERMAQNFSRRGDVNQTLSSHRATNGMGNILELARGFVDNLSMVCEPVWTLGLHQTLLLILIIGRWLLPIGGTITRDQLSELLLMFVGTAADILEFTTETLKENNVRTNPTLVSGILVVWTWSMLQFPLDLAVQLKLVCPASVKARGFLRVFLCQYSADLWAIGLSFFIQDGPFLVVRLVLMIYFKVINHMLVFFAVKNSLVMAL....